Predict the reaction yield, written as a fraction of the theoretical maximum amount of product (1.0 means a 100% yield; for example, 0.34 means a 34% yield). From a dataset of Reaction yield outcomes from USPTO patents with 853,638 reactions. (1) The reactants are Cl.[NH2:2][CH:3]1[CH2:9][CH2:8][CH2:7][CH2:6][NH:5][C:4]1=[O:10].C([O-])([O-])=O.[K+].[K+].[CH3:17][C:18]1[CH:26]=[CH:25][C:21]([C:22](Cl)=[O:23])=[CH:20][CH:19]=1. No catalyst specified. The product is [CH3:17][C:18]1[CH:26]=[CH:25][C:21]([C:22]([NH:2][CH:3]2[CH2:9][CH2:8][CH2:7][CH2:6][NH:5][C:4]2=[O:10])=[O:23])=[CH:20][CH:19]=1. The yield is 0.740. (2) The reactants are [F:1][C:2]1[CH:3]=[C:4]([CH:10]2[CH2:15][CH2:14][CH2:13][CH2:12][CH:11]2[OH:16])[CH:5]=[C:6]([F:9])[C:7]=1[F:8].C(=O)(O)[O-].[Na+]. The product is [F:1][C:2]1[CH:3]=[C:4]([CH:10]2[CH2:15][CH2:14][CH2:13][CH2:12][C:11]2=[O:16])[CH:5]=[C:6]([F:9])[C:7]=1[F:8]. The catalyst is C(Cl)Cl. The yield is 0.950. (3) The reactants are [N+:1]([C:4]1[CH:9]=[CH:8][C:7]([C:10]2[S:11][CH:12]=[CH:13][CH:14]=2)=[CH:6][C:5]=1[NH:15][C:16](=[O:23])[O:17][CH2:18][CH:19]1[CH2:22][NH:21][CH2:20]1)([O-:3])=[O:2].[CH2:24](Cl)Cl.C=O.C([BH3-])#N.[Na+]. The catalyst is CC#N. The product is [N+:1]([C:4]1[CH:9]=[CH:8][C:7]([C:10]2[S:11][CH:12]=[CH:13][CH:14]=2)=[CH:6][C:5]=1[NH:15][C:16](=[O:23])[O:17][CH2:18][CH:19]1[CH2:20][N:21]([CH3:24])[CH2:22]1)([O-:3])=[O:2]. The yield is 0.750. (4) The reactants are [NH2:1][CH2:2][CH2:3][C:4]([C:7]1[CH:12]=[CH:11][CH:10]=[CH:9][CH:8]=1)([OH:6])[CH3:5].Cl[C:14](Cl)([O:16]C(=O)OC(Cl)(Cl)Cl)Cl.CCN(CC)CC. The catalyst is C(Cl)Cl.O. The product is [CH3:5][C:4]1([C:7]2[CH:12]=[CH:11][CH:10]=[CH:9][CH:8]=2)[O:6][C:14](=[O:16])[NH:1][CH2:2][CH2:3]1. The yield is 0.200. (5) The reactants are Br[C:2]1[CH:3]=[C:4]2[C:9](=[CH:10][CH:11]=1)[N:8]=[CH:7][N:6]([C:12](=[O:16])[CH2:13][CH2:14][OH:15])[C:5]2=[O:17].[CH3:18][C:19]1[CH:24]=[CH:23][CH:22]=[C:21]([CH3:25])[C:20]=1B(O)O.C(=O)([O-])[O-].[K+].[K+].C1(P(C2C=CC=CC=2)C2C=CC=CC=2)C=CC=CC=1.C(=O)(O)[O-]. The catalyst is CN(C)C(=O)C.C(O)C.O.C1C=CC(/C=C/C(/C=C/C2C=CC=CC=2)=O)=CC=1.C1C=CC(/C=C/C(/C=C/C2C=CC=CC=2)=O)=CC=1.C1C=CC(/C=C/C(/C=C/C2C=CC=CC=2)=O)=CC=1.[Pd].[Pd].C(Cl)Cl. The product is [CH3:18][C:19]1[CH:24]=[CH:23][CH:22]=[C:21]([CH3:25])[C:20]=1[C:2]1[CH:3]=[C:4]2[C:9](=[CH:10][CH:11]=1)[N:8]=[CH:7][N:6]([C:12](=[O:16])[CH2:13][CH2:14][OH:15])[C:5]2=[O:17]. The yield is 0.490. (6) The reactants are Cl.[C:2]1([CH:8]2[CH2:13][CH2:12][N:11]([CH2:14][C:15]3[S:19][C:18]([NH2:20])=[N:17][CH:16]=3)[CH2:10][CH2:9]2)[CH:7]=[CH:6][CH:5]=[CH:4][CH:3]=1.[CH3:21][S:22](Cl)(=[O:24])=[O:23]. The catalyst is N1C=CC=CC=1.CN(C1C=CN=CC=1)C. The product is [C:2]1([CH:8]2[CH2:9][CH2:10][N:11]([CH2:14][C:15]3[S:19][C:18]([NH:20][S:22]([CH3:21])(=[O:24])=[O:23])=[N:17][CH:16]=3)[CH2:12][CH2:13]2)[CH:3]=[CH:4][CH:5]=[CH:6][CH:7]=1. The yield is 0.800. (7) The reactants are [C:1]([NH:4][C@H:5]1[C@H:10]([C@H:11]([OH:16])[C@H:12]([OH:15])[CH2:13][OH:14])[O:9][C@:8]([OH:20])([C:17]([OH:19])=[O:18])[CH2:7][C@@H:6]1[OH:21])(=[O:3])[CH3:2].[CH3:22]O. No catalyst specified. The product is [C:1]([NH:4][C@H:5]1[C@H:10]([C@H:11]([OH:16])[C@H:12]([OH:15])[CH2:13][OH:14])[O:9][C@:8]([OH:20])([C:17]([O:19][CH3:22])=[O:18])[CH2:7][C@@H:6]1[OH:21])(=[O:3])[CH3:2]. The yield is 0.980. (8) The reactants are CC([N:5]([CH:9]1[CH2:14][CH2:13][N:12]([C@H:15]2[CH2:20][CH2:19][C@H:18]([O:21][CH2:22][CH2:23][CH3:24])[CH2:17][CH2:16]2)[CH2:11][CH2:10]1)C(=O)[O-])(C)C.Cl.C(OCC)C.C(OCC)(=O)C.C([O-])([O-])=O.[Na+].[Na+]. The catalyst is ClCCl. The product is [CH2:22]([O:21][C@H:18]1[CH2:17][CH2:16][C@H:15]([N:12]2[CH2:11][CH2:10][CH:9]([NH2:5])[CH2:14][CH2:13]2)[CH2:20][CH2:19]1)[CH2:23][CH3:24]. The yield is 0.750. (9) The reactants are C(OC([N:8]1[C:12]2[CH:13]=[C:14]([C:17]3[CH:18]=[CH:19][C:20]4[O:26][CH2:25][CH2:24][N:23](C(OC(C)(C)C)=O)[CH2:22][C:21]=4[CH:34]=3)[CH:15]=[CH:16][C:11]=2[N:10]=[C:9]1[CH3:35])=O)(C)(C)C.[ClH:36]. The catalyst is O1CCOCC1. The product is [ClH:36].[ClH:36].[CH3:35][C:9]1[NH:8][C:12]2[CH:13]=[C:14]([C:17]3[CH:18]=[CH:19][C:20]4[O:26][CH2:25][CH2:24][NH:23][CH2:22][C:21]=4[CH:34]=3)[CH:15]=[CH:16][C:11]=2[N:10]=1. The yield is 0.860. (10) The reactants are [Br:1][C:2]1[CH:7]=[CH:6][CH:5]=[CH:4][C:3]=1[CH:8]([C:11]1[CH:16]=[CH:15][CH:14]=[CH:13][CH:12]=1)[CH2:9][OH:10].C(N(C(C)C)CC)(C)C.Cl[CH2:27][O:28][CH3:29]. The catalyst is C(Cl)Cl. The product is [Br:1][C:2]1[CH:7]=[CH:6][CH:5]=[CH:4][C:3]=1[CH:8]([C:11]1[CH:12]=[CH:13][CH:14]=[CH:15][CH:16]=1)[CH2:9][O:10][CH2:27][O:28][CH3:29]. The yield is 0.470.